This data is from Catalyst prediction with 721,799 reactions and 888 catalyst types from USPTO. The task is: Predict which catalyst facilitates the given reaction. (1) Reactant: [NH2:1][CH:2]1[CH2:10][C:9]2[C:4](=[CH:5][CH:6]=[CH:7][CH:8]=2)[CH2:3]1.[F:11][C:12]([F:19])([F:18])[C:13](OCC)=[O:14]. Product: [CH2:3]1[C:4]2[C:9](=[CH:8][CH:7]=[CH:6][CH:5]=2)[CH2:10][CH:2]1[NH:1][C:13](=[O:14])[C:12]([F:19])([F:18])[F:11]. The catalyst class is: 15. (2) The catalyst class is: 17. Reactant: [Cl-].[C:2]([CH2:5][CH:6]1[C:14]2[C:9](=[CH:10][CH:11]=[C:12]([O:15][CH3:16])[CH:13]=2)[CH:8]([NH3+:17])[CH2:7]1)(O)=[O:3].COS(C1C=CC(C)=CC=1)(=O)=O.C1(N=C=NCCN2CCOCC2)CCCCC1. Product: [CH3:16][O:15][C:12]1[CH:13]=[C:14]2[C:9](=[CH:10][CH:11]=1)[CH:8]1[CH2:7][CH:6]2[CH2:5][C:2](=[O:3])[NH:17]1. (3) Reactant: [C:1]([O:5][C:6]([N:8]([CH2:10][C:11]1[S:12][C:13]([S:23]CCC(OCC(CC)CCCC)=O)=[C:14]([C:16]2[CH:21]=[CH:20][CH:19]=[CH:18][C:17]=2[F:22])[N:15]=1)[CH3:9])=[O:7])([CH3:4])([CH3:3])[CH3:2].[O-][CH2:38][CH3:39].[Na+]. Product: [F:22][C:17]1[CH:18]=[CH:19][CH:20]=[CH:21][C:16]=1[C:14]1[N:15]=[C:11]([CH2:10][N:8]([CH3:9])[C:6](=[O:7])[O:5][C:1]([CH3:3])([CH3:2])[CH3:4])[S:12][C:13]=1[S:23][C:18]1[CH:19]=[CH:20][CH:21]=[C:16]([CH2:14][N:15]2[CH2:39][CH2:38][CH2:10][CH2:11]2)[CH:17]=1. The catalyst class is: 8.